The task is: Predict the reactants needed to synthesize the given product.. This data is from Full USPTO retrosynthesis dataset with 1.9M reactions from patents (1976-2016). (1) Given the product [N:18]1[CH:23]=[CH:22][C:21]([C:2]2[N:7]=[C:6]([NH:8][C:9]3[CH:17]=[C:16]4[C:12]([CH:13]=[CH:14][NH:15]4)=[CH:11][CH:10]=3)[CH:5]=[N:4][CH:3]=2)=[CH:20][CH:19]=1, predict the reactants needed to synthesize it. The reactants are: Cl[C:2]1[N:7]=[C:6]([NH:8][C:9]2[CH:17]=[C:16]3[C:12]([CH:13]=[CH:14][NH:15]3)=[CH:11][CH:10]=2)[CH:5]=[N:4][CH:3]=1.[N:18]1[CH:23]=[CH:22][C:21](B(O)O)=[CH:20][CH:19]=1.C(=O)([O-])[O-].[Na+].[Na+]. (2) Given the product [Cl:1][C:2]1[CH:3]=[CH:4][C:5]([O:18][CH2:19][C:20]2[CH:25]=[CH:24][CH:23]=[CH:22][CH:21]=2)=[C:6]([CH:17]=1)[C:7]([OH:9])=[O:8], predict the reactants needed to synthesize it. The reactants are: [Cl:1][C:2]1[CH:3]=[CH:4][C:5]([O:18][CH2:19][C:20]2[CH:25]=[CH:24][CH:23]=[CH:22][CH:21]=2)=[C:6]([CH:17]=1)[C:7]([O:9]CC1C=CC=CC=1)=[O:8].[OH-].[Na+]. (3) Given the product [O:1]1[C:5]2[CH:6]=[CH:7][CH:8]=[CH:9][C:4]=2[CH:3]=[C:2]1[C:14]1[CH:15]=[N:16][CH:17]=[CH:18][C:19]=1[CH:20]([OH:22])[CH3:21], predict the reactants needed to synthesize it. The reactants are: [O:1]1[C:5]2[CH:6]=[CH:7][CH:8]=[CH:9][C:4]=2[CH:3]=[C:2]1B(O)O.Br[C:14]1[CH:15]=[N:16][CH:17]=[CH:18][C:19]=1[CH:20]([OH:22])[CH3:21].C(=O)([O-])[O-].[Na+].[Na+].O.C(Cl)Cl. (4) Given the product [CH:17]([C:15]1[NH:14][N:13]=[C:12]([NH:11][C:4]2[C:5]3[CH2:10][CH2:9][CH2:8][C:6]=3[N:7]=[C:2]([N:21]3[CH2:25][CH:24]=[CH:23][C@H:22]3[C:26]([O:28][CH3:29])=[O:27])[N:3]=2)[CH:16]=1)([CH3:19])[CH3:18], predict the reactants needed to synthesize it. The reactants are: Cl[C:2]1[N:3]=[C:4]([NH:11][C:12]2[CH:16]=[C:15]([CH:17]([CH3:19])[CH3:18])[NH:14][N:13]=2)[C:5]2[CH2:10][CH2:9][CH2:8][C:6]=2[N:7]=1.Cl.[NH:21]1[CH2:25][CH:24]=[CH:23][C@H:22]1[C:26]([O:28][CH3:29])=[O:27].C(O)(C(F)(F)F)=O. (5) Given the product [NH2:22][C:16]1[C:15]2[N:23]=[C:12]([CH2:11][O:10][CH2:8][CH3:9])[N:13]([CH2:24][CH2:25][CH:26]3[CH2:27][CH2:28][N:29]([S:3]([N:2]([CH3:7])[CH3:1])(=[O:5])=[O:4])[CH2:30][CH2:31]3)[C:14]=2[C:19]([CH3:20])=[C:18]([CH3:21])[N:17]=1, predict the reactants needed to synthesize it. The reactants are: [CH3:1][N:2]([CH3:7])[S:3](Cl)(=[O:5])=[O:4].[CH2:8]([O:10][CH2:11][C:12]1[N:13]([CH2:24][CH2:25][CH:26]2[CH2:31][CH2:30][NH:29][CH2:28][CH2:27]2)[C:14]2[C:19]([CH3:20])=[C:18]([CH3:21])[N:17]=[C:16]([NH2:22])[C:15]=2[N:23]=1)[CH3:9]. (6) Given the product [NH2:27][C:24]1[CH:25]=[CH:26][C:21]([O:20][C:18]2[CH:17]=[CH:16][N:15]=[C:14]([NH:13][C:11]([N:8]3[CH2:9][CH2:10][CH:5]([N:1]4[CH2:4][CH2:3][CH2:2]4)[CH2:6][CH2:7]3)=[O:12])[CH:19]=2)=[CH:22][C:23]=1[F:38], predict the reactants needed to synthesize it. The reactants are: [N:1]1([CH:5]2[CH2:10][CH2:9][N:8]([C:11]([NH:13][C:14]3[CH:19]=[C:18]([O:20][C:21]4[CH:26]=[CH:25][C:24]([NH:27]C(=O)OCC5C=CC=CC=5)=[C:23]([F:38])[CH:22]=4)[CH:17]=[CH:16][N:15]=3)=[O:12])[CH2:7][CH2:6]2)[CH2:4][CH2:3][CH2:2]1. (7) Given the product [F:12][C:13]1[CH:18]=[CH:17][CH:16]=[CH:15][C:14]=1[CH2:19][CH2:20][N:21]1[C:22](=[O:27])[CH:23]=[C:24]([CH3:26])[N:11]=[C:3]1[C:4]1[CH:9]=[CH:8][CH:7]=[CH:6][C:5]=1[OH:10], predict the reactants needed to synthesize it. The reactants are: CO[C:3](=[NH:11])[C:4]1[CH:9]=[CH:8][CH:7]=[CH:6][C:5]=1[OH:10].[F:12][C:13]1[CH:18]=[CH:17][CH:16]=[CH:15][C:14]=1[CH2:19][CH2:20][NH2:21].[C:22](OC)(=[O:27])[CH2:23][C:24]([CH3:26])=O. (8) Given the product [CH2:8]([N:7]1[C:12]2[CH:14]=[CH:21][C:15]3[CH:20]=[CH:19][CH:18]=[CH:17][C:16]=3[C:11]=2[CH:4]=[CH:5][CH2:6]1)[CH2:9][CH3:10], predict the reactants needed to synthesize it. The reactants are: C=O.Cl[CH2:4][CH2:5][CH2:6][NH:7][CH2:8][CH2:9][CH3:10].[CH3:11][C:12]([CH3:14])=O.[C:15]1([CH3:21])[CH:20]=[CH:19][CH:18]=[CH:17][CH:16]=1.